Dataset: Catalyst prediction with 721,799 reactions and 888 catalyst types from USPTO. Task: Predict which catalyst facilitates the given reaction. (1) Reactant: C(N(CC)CC)C.Cl.[C:9]([NH:13][NH2:14])([CH3:12])([CH3:11])[CH3:10].[CH3:15][O:16][C:17](=[O:28])[C:18]([C:23]([CH:25]1[CH2:27][CH2:26]1)=O)=[CH:19]N(C)C. Product: [CH3:15][O:16][C:17]([C:18]1[CH:19]=[N:14][N:13]([C:9]([CH3:12])([CH3:11])[CH3:10])[C:23]=1[CH:25]1[CH2:27][CH2:26]1)=[O:28]. The catalyst class is: 8. (2) The catalyst class is: 6. Product: [CH2:17]([S:3]([C:10]1[CH:15]=[CH:14][C:13]([OH:16])=[CH:12][CH:11]=1)(=[O:5])=[O:2])[CH3:18]. Reactant: O[O:2][S:3]([O-:5])=O.[K+].C(S[C:10]1[CH:15]=[CH:14][C:13]([OH:16])=[CH:12][CH:11]=1)C.[CH2:17](O)[CH3:18]. (3) Product: [CH2:35]([O:34][P:33]([CH2:32][C:31]1[CH:39]=[CH:40][C:28]([NH:27][C:2]2[CH:7]=[C:6]([O:8][C:9]3[C:18]4[C:13](=[CH:14][CH:15]=[CH:16][CH:17]=4)[C:12]([NH:19][C:20](=[O:26])[O:21][C:22]([CH3:24])([CH3:25])[CH3:23])=[CH:11][CH:10]=3)[CH:5]=[CH:4][N:3]=2)=[CH:29][C:30]=1[O:41][CH3:42])([CH3:38])=[O:37])[CH3:36]. The catalyst class is: 85. Reactant: Cl[C:2]1[CH:7]=[C:6]([O:8][C:9]2[C:18]3[C:13](=[CH:14][CH:15]=[CH:16][CH:17]=3)[C:12]([NH:19][C:20](=[O:26])[O:21][C:22]([CH3:25])([CH3:24])[CH3:23])=[CH:11][CH:10]=2)[CH:5]=[CH:4][N:3]=1.[NH2:27][C:28]1[CH:40]=[CH:39][C:31]([CH2:32][P:33]([CH3:38])(=[O:37])[O:34][CH2:35][CH3:36])=[C:30]([O:41][CH3:42])[CH:29]=1.C(=O)([O-])[O-].[K+].[K+]. (4) Reactant: [Cl:1][C:2]1[C:7]([C:8](OCC)=[O:9])=[CH:6][N:5]=[C:4]([Cl:13])[CH:3]=1.CC(C[AlH]CC(C)C)C.O.[OH-].[Na+]. Product: [Cl:1][C:2]1[C:7]([CH:8]=[O:9])=[CH:6][N:5]=[C:4]([Cl:13])[CH:3]=1. The catalyst class is: 2. (5) Reactant: [CH3:1][C:2]([C:5]1[CH:10]=[CH:9][C:8]([C:11]2[C:19]3[C:14](=[CH:15][CH:16]=[CH:17][CH:18]=3)[N:13]([CH2:20][C:21]3[CH:26]=[CH:25][CH:24]=[C:23]([N:27]4[CH2:32][CH2:31][NH:30][CH2:29][CH2:28]4)[CH:22]=3)[C:12]=2[C:33]([O:35]CC2C=CC=CC=2)=[O:34])=[CH:7][CH:6]=1)([CH3:4])[CH3:3].[C:43](Cl)(=[O:45])[CH3:44].CCOC(C)=O. Product: [C:43]([N:30]1[CH2:29][CH2:28][N:27]([C:23]2[CH:22]=[C:21]([CH2:20][N:13]3[C:14]4[C:19](=[CH:18][CH:17]=[CH:16][CH:15]=4)[C:11]([C:8]4[CH:7]=[CH:6][C:5]([C:2]([CH3:4])([CH3:3])[CH3:1])=[CH:10][CH:9]=4)=[C:12]3[C:33]([OH:35])=[O:34])[CH:26]=[CH:25][CH:24]=2)[CH2:32][CH2:31]1)(=[O:45])[CH3:44]. The catalyst class is: 2. (6) Reactant: C([O:3][C:4]([C:6]1[N:11]=[C:10]([C:12]2[CH:17]=[CH:16][C:15]([O:18][C:19]3[CH:24]=[CH:23][C:22]([F:25])=[CH:21][CH:20]=3)=[CH:14][CH:13]=2)[CH:9]=[CH:8][N:7]=1)=O)C.F[C:27]1C=CC(OC2C=CC(C3C=CN=C(C(O)=O)N=3)=CC=2)=CC=1.ICC.C(=O)([O-])[O-].[Cs+].[Cs+]. Product: [F:25][C:22]1[CH:23]=[CH:24][C:19]([O:18][C:15]2[CH:16]=[CH:17][C:12]([C:10]3[CH:9]=[CH:8][N:7]=[C:6]([C:4](=[O:3])[CH3:27])[N:11]=3)=[CH:13][CH:14]=2)=[CH:20][CH:21]=1. The catalyst class is: 3.